This data is from Peptide-MHC class I binding affinity with 185,985 pairs from IEDB/IMGT. The task is: Regression. Given a peptide amino acid sequence and an MHC pseudo amino acid sequence, predict their binding affinity value. This is MHC class I binding data. (1) The peptide sequence is NPPVPGHIF. The MHC is HLA-B53:01 with pseudo-sequence HLA-B53:01. The binding affinity (normalized) is 0.0994. (2) The peptide sequence is DLSNSMRDF. The MHC is HLA-A03:01 with pseudo-sequence HLA-A03:01. The binding affinity (normalized) is 0.0847. (3) The peptide sequence is IPYLGKREDL. The MHC is HLA-B07:02 with pseudo-sequence HLA-B07:02. The binding affinity (normalized) is 0.638. (4) The peptide sequence is TALGMSLNF. The MHC is HLA-B54:01 with pseudo-sequence HLA-B54:01. The binding affinity (normalized) is 0.621. (5) The peptide sequence is GSVVASQIF. The MHC is HLA-B15:17 with pseudo-sequence HLA-B15:17. The binding affinity (normalized) is 0.853. (6) The peptide sequence is YLQAKSQVL. The MHC is HLA-A26:01 with pseudo-sequence HLA-A26:01. The binding affinity (normalized) is 0.0847. (7) The peptide sequence is TLKDIRDCL. The MHC is HLA-A02:01 with pseudo-sequence HLA-A02:01. The binding affinity (normalized) is 0.149. (8) The peptide sequence is LYAVATTVI. The MHC is HLA-A23:01 with pseudo-sequence HLA-A23:01. The binding affinity (normalized) is 0.655. (9) The peptide sequence is VTRPLRTMV. The MHC is HLA-A02:03 with pseudo-sequence HLA-A02:03. The binding affinity (normalized) is 0.0847. (10) The peptide sequence is TQIGCTLNF. The MHC is HLA-A31:01 with pseudo-sequence HLA-A31:01. The binding affinity (normalized) is 0.0333.